Task: Predict the product of the given reaction.. Dataset: Forward reaction prediction with 1.9M reactions from USPTO patents (1976-2016) (1) Given the reactants [CH:1]([C@H:4]1[CH2:8][O:7][C:6](=[O:9])[N:5]1[C:10]1[CH:15]=[CH:14][N:13]2[N:16]=[CH:17][C:18]([C:19]3[CH:24]=[CH:23][C:22]([C:25]4[N:29]=[CH:28][N:27](COCC[Si](C)(C)C)[N:26]=4)=[C:21]([CH3:38])[CH:20]=3)=[C:12]2[N:11]=1)([CH3:3])[CH3:2].C([C@H]1COC(=O)N1C1C=CN2N=CC(C3C=CC(C4N(COCC[Si](C)(C)C)N=CN=4)=C(C)C=3)=C2N=1)(C)C, predict the reaction product. The product is: [CH:1]([C@H:4]1[CH2:8][O:7][C:6](=[O:9])[N:5]1[C:10]1[CH:15]=[CH:14][N:13]2[N:16]=[CH:17][C:18]([C:19]3[CH:24]=[CH:23][C:22]([C:25]4[N:29]=[CH:28][NH:27][N:26]=4)=[C:21]([CH3:38])[CH:20]=3)=[C:12]2[N:11]=1)([CH3:3])[CH3:2]. (2) Given the reactants Cl[C:2]1[N:7]=[CH:6][C:5]2[N:8]=[C:9]([C@H:17]([O:19][CH:20]3[CH2:25][CH2:24][CH2:23][CH2:22][O:21]3)[CH3:18])[N:10]([C@@H:11]([CH3:16])[C:12]([F:15])([F:14])[F:13])[C:4]=2[CH:3]=1.[F:26][C@@H:27]1[C@H:32]([O:33][CH3:34])[CH2:31][CH2:30][N:29]([C:35]2[N:40]=[C:39]([NH2:41])[CH:38]=[CH:37][N:36]=2)[CH2:28]1.C1(P(C2CCCCC2)C2C=CC=CC=2C2C(C(C)C)=CC(C(C)C)=CC=2C(C)C)CCCCC1.C(=O)([O-])[O-].[Cs+].[Cs+], predict the reaction product. The product is: [F:26][C@@H:27]1[C@H:32]([O:33][CH3:34])[CH2:31][CH2:30][N:29]([C:35]2[N:40]=[C:39]([NH:41][C:2]3[N:7]=[CH:6][C:5]4[N:8]=[C:9]([C@H:17]([O:19][CH:20]5[CH2:25][CH2:24][CH2:23][CH2:22][O:21]5)[CH3:18])[N:10]([C@@H:11]([CH3:16])[C:12]([F:15])([F:14])[F:13])[C:4]=4[CH:3]=3)[CH:38]=[CH:37][N:36]=2)[CH2:28]1. (3) Given the reactants [C:1]1([C:7]2[CH:8]=[CH:9][C:10]3[O:14][C:13]([C:15](O)=[O:16])=[CH:12][C:11]=3[CH:18]=2)[CH:6]=[CH:5][CH:4]=[CH:3][CH:2]=1.[H-].[H-].[H-].[H-].[Li+].[Al+3].Cl, predict the reaction product. The product is: [OH:16][CH2:15][C:13]1[O:14][C:10]2[CH:9]=[CH:8][C:7]([C:1]3[CH:2]=[CH:3][CH:4]=[CH:5][CH:6]=3)=[CH:18][C:11]=2[CH:12]=1.